From a dataset of Catalyst prediction with 721,799 reactions and 888 catalyst types from USPTO. Predict which catalyst facilitates the given reaction. (1) Reactant: [Cl:1][C:2]1[N:7]=[C:6]([NH2:8])[CH:5]=[CH:4][C:3]=1[O:9][CH3:10].[Cl:11][C:12]1[CH:13]=[C:14]([CH:31]=[CH:32][CH:33]=1)[CH2:15][NH:16][C:17]([C:19]1[CH:27]=[CH:26][C:22]([C:23]([O-])=[O:24])=[C:21]([N:28]=[C:29]=[S:30])[CH:20]=1)=[O:18]. Product: [Cl:1][C:2]1[N:7]=[C:6]([N:8]2[C:23](=[O:24])[C:22]3[C:21](=[CH:20][C:19]([C:17]([NH:16][CH2:15][C:14]4[CH:31]=[CH:32][CH:33]=[C:12]([Cl:11])[CH:13]=4)=[O:18])=[CH:27][CH:26]=3)[NH:28][C:29]2=[S:30])[CH:5]=[CH:4][C:3]=1[O:9][CH3:10]. The catalyst class is: 16. (2) Reactant: [C:1]([O:5][C:6](=[O:16])[NH:7][C:8]1[CH:13]=[CH:12][C:11](Br)=[C:10]([CH3:15])[CH:9]=1)([CH3:4])([CH3:3])[CH3:2].[C:17]([C:20]1[CH:21]=[C:22](B(O)O)[CH:23]=[CH:24][CH:25]=1)([OH:19])=[O:18].C(=O)([O-])[O-].[Cs+].[Cs+]. Product: [C:1]([O:5][C:6]([NH:7][C:8]1[CH:13]=[CH:12][C:11]([C:24]2[CH:23]=[CH:22][CH:21]=[C:20]([C:17]([OH:19])=[O:18])[CH:25]=2)=[C:10]([CH3:15])[CH:9]=1)=[O:16])([CH3:4])([CH3:3])[CH3:2]. The catalyst class is: 57. (3) Reactant: [CH3:1][O:2][C:3]1[CH:8]=[CH:7][C:6]([NH:9][C:10]2[N:11]=[N:12][C:13]([CH:16]([NH:18][C:19]([C:21]3[S:22][CH:23]=[CH:24][CH:25]=3)=O)[CH3:17])=[CH:14][N:15]=2)=[CH:5][CH:4]=1.P(Cl)(Cl)(Cl)=O. Product: [CH3:17][C:16]1[N:18]=[C:19]([C:21]2[S:22][CH:23]=[CH:24][CH:25]=2)[N:12]2[C:13]=1[CH:14]=[N:15][C:10]([NH:9][C:6]1[CH:7]=[CH:8][C:3]([O:2][CH3:1])=[CH:4][CH:5]=1)=[N:11]2. The catalyst class is: 26. (4) Reactant: [CH3:1][C:2]1[C:8]([N+:9]([O-:11])=[O:10])=[CH:7][CH:6]=[CH:5][C:3]=1[NH2:4].[CH:12](=O)[CH2:13][CH3:14].CC(O)=O.[BH3-]C#N.[Na+]. Product: [CH3:1][C:2]1[C:8]([N+:9]([O-:11])=[O:10])=[CH:7][CH:6]=[CH:5][C:3]=1[NH:4][CH2:12][CH2:13][CH3:14]. The catalyst class is: 5. (5) Reactant: [Cl:1][C:2]1[CH:7]=[CH:6][C:5]([OH:8])=[C:4]([CH:9]([CH3:11])[CH3:10])[CH:3]=1.[N+:12]([O-])([OH:14])=[O:13].O. Product: [Cl:1][C:2]1[CH:7]=[C:6]([N+:12]([O-:14])=[O:13])[C:5]([OH:8])=[C:4]([CH:9]([CH3:11])[CH3:10])[CH:3]=1. The catalyst class is: 15. (6) Reactant: OC(C(F)(F)F)=O.[N:8]1([CH2:14][C:15]2[N:16]=[N:17][C:18]3[C:19](=[C:21]([NH2:26])[N:22]=[C:23]([NH2:25])[N:24]=3)[N:20]=2)[CH2:13][CH2:12][NH:11][CH2:10][CH2:9]1.[CH3:27][O:28][C:29]1[CH:30]=[C:31]([CH:34]=[CH:35][CH:36]=1)[CH2:32]Cl.C(=O)([O-])[O-].[K+].[K+].CC#N.O. Product: [CH3:27][O:28][C:29]1[CH:30]=[C:31]([CH:34]=[CH:35][CH:36]=1)[CH2:32][N:11]1[CH2:12][CH2:13][N:8]([CH2:14][C:15]2[N:16]=[N:17][C:18]3[C:19](=[C:21]([NH2:26])[N:22]=[C:23]([NH2:25])[N:24]=3)[N:20]=2)[CH2:9][CH2:10]1. The catalyst class is: 3. (7) Product: [C:12]([O:11][C:9]([N:6]1[CH2:5][C@@H:4]([OH:3])[CH2:8][C@H:7]1[C:2]([NH2:20])=[O:1])=[O:10])([CH3:15])([CH3:14])[CH3:13]. Reactant: [O:1]=[C:2]1[C@@H:7]2[CH2:8][C@@H:4]([CH2:5][N:6]2[C:9]([O:11][C:12]([CH3:15])([CH3:14])[CH3:13])=[O:10])[O:3]1.C(O)(C)C.[NH3:20].CCOCC. The catalyst class is: 7. (8) Reactant: Br[C:2]1[CH:3]=[CH:4][C:5]([N:15]2[CH2:20][CH2:19][CH2:18][CH:17]([CH3:21])[CH2:16]2)=[C:6](/[CH:8]=[CH:9]/[C:10]([O:12][CH2:13][CH3:14])=[O:11])[CH:7]=1.[CH2:22]([O:26][CH2:27][CH2:28][O:29][C:30]1[CH:35]=[CH:34][C:33](OB(O)O)=[CH:32][CH:31]=1)[CH2:23][CH2:24][CH3:25].C(=O)([O-])[O-].[K+].[K+]. Product: [CH2:22]([O:26][CH2:27][CH2:28][O:29][C:30]1[CH:31]=[CH:32][C:33]([C:2]2[CH:3]=[CH:4][C:5]([N:15]3[CH2:20][CH2:19][CH2:18][CH:17]([CH3:21])[CH2:16]3)=[C:6](/[CH:8]=[CH:9]/[C:10]([O:12][CH2:13][CH3:14])=[O:11])[CH:7]=2)=[CH:34][CH:35]=1)[CH2:23][CH2:24][CH3:25]. The catalyst class is: 460. (9) Reactant: C[Br:2].[CH3:3]OC(C)(C)C.[C:9]1([C:28]2[CH:33]=[CH:32][CH:31]=[CH:30][CH:29]=2)[CH:14]=[CH:13][CH:12]=[CH:11][C:10]=1[NH:15][C:16](=[O:27])[O:17][CH:18]1[CH2:24][CH:23]2[N:25]([CH3:26])[CH:20]([CH2:21][CH2:22]2)[CH2:19]1. Product: [Br-:2].[C:9]1([C:28]2[CH:29]=[CH:30][CH:31]=[CH:32][CH:33]=2)[CH:14]=[CH:13][CH:12]=[CH:11][C:10]=1[NH:15][C:16]([O:17][CH:18]1[CH2:19][CH:20]2[N+:25]([CH3:3])([CH3:26])[CH:23]([CH2:22][CH2:21]2)[CH2:24]1)=[O:27]. The catalyst class is: 759. (10) Reactant: [CH:1]1[CH:2]=[C:3]([CH2:6][NH:7][C:8]2[C:13]([C:14]([OH:16])=O)=[CH:12][C:11]([S:17]([NH2:20])(=[O:19])=[O:18])=[C:10]([Cl:21])[CH:9]=2)[O:4][CH:5]=1.C(Cl)CCl.C1C=CC2N(O)N=NC=2C=1.[CH2:36]([NH:43][CH2:44][C:45]1[CH:50]=[CH:49][CH:48]=[CH:47][CH:46]=1)[C:37]1[CH:42]=[CH:41][CH:40]=[CH:39][CH:38]=1. Product: [CH2:44]([N:43]([CH2:36][C:37]1[CH:42]=[CH:41][CH:40]=[CH:39][CH:38]=1)[C:14](=[O:16])[C:13]1[CH:12]=[C:11]([S:17]([NH2:20])(=[O:19])=[O:18])[C:10]([Cl:21])=[CH:9][C:8]=1[NH:7][CH2:6][C:3]1[O:4][CH:5]=[CH:1][CH:2]=1)[C:45]1[CH:50]=[CH:49][CH:48]=[CH:47][CH:46]=1. The catalyst class is: 3.